This data is from Reaction yield outcomes from USPTO patents with 853,638 reactions. The task is: Predict the reaction yield, written as a fraction of the theoretical maximum amount of product (1.0 means a 100% yield; for example, 0.34 means a 34% yield). (1) The reactants are Cl[CH2:2][CH2:3][CH2:4][N:5]1[C:14]2[C:9](=[CH:10][CH:11]=[C:12](C)[CH:13]=2)[CH2:8][CH2:7][C:6]1=[O:16].[CH2:17]([CH:21]1[CH2:26][CH2:25][NH:24][CH2:23][CH2:22]1)[CH2:18][CH2:19][CH3:20].[C:27]([O-])([O-])=O.[K+].[K+]. The catalyst is CC#N. The product is [CH2:17]([CH:21]1[CH2:26][CH2:25][N:24]([CH2:2][CH2:3][CH2:4][N:5]2[C:14]3[C:9](=[C:10]([CH3:27])[CH:11]=[CH:12][CH:13]=3)[CH2:8][CH2:7][C:6]2=[O:16])[CH2:23][CH2:22]1)[CH2:18][CH2:19][CH3:20]. The yield is 0.740. (2) The reactants are Cl[C:2]1[CH:7]=[CH:6][CH:5]=[C:4]([Cl:8])[C:3]=1[O:9][CH3:10].[C:11]([N:18]1[CH2:23][CH2:22][NH:21][CH2:20][CH2:19]1)([O:13][C:14]([CH3:17])([CH3:16])[CH3:15])=[O:12].C([O-])([O-])=O.[Cs+].[Cs+].C1(P(C2CCCCC2)C2C=CC=CC=2C2C=CC=CC=2N(C)C)CCCCC1. The catalyst is C1(C)C=CC=CC=1.C1C=CC(/C=C/C(/C=C/C2C=CC=CC=2)=O)=CC=1.C1C=CC(/C=C/C(/C=C/C2C=CC=CC=2)=O)=CC=1.C1C=CC(/C=C/C(/C=C/C2C=CC=CC=2)=O)=CC=1.[Pd].[Pd].CCOCC.CCOC(C)=O. The product is [C:14]([O:13][C:11]([N:18]1[CH2:23][CH2:22][N:21]([C:2]2[CH:7]=[CH:6][CH:5]=[C:4]([Cl:8])[C:3]=2[O:9][CH3:10])[CH2:20][CH2:19]1)=[O:12])([CH3:17])([CH3:15])[CH3:16]. The yield is 0.0800. (3) The reactants are [OH:1][C:2]1[CH:15]=[CH:14][C:5]([CH:6]=[C:7]2[S:11][C:10](=[O:12])[NH:9][C:8]2=[O:13])=[CH:4][CH:3]=1.[CH3:16][C:17]1([CH2:23]OS(C(F)(F)F)(=O)=O)[CH2:22][CH2:21][CH2:20][CH2:19][CH2:18]1.C([O-])([O-])=O.[K+].[K+].O. The catalyst is CN(C=O)C. The product is [OH:1][C:2]1[CH:15]=[CH:14][C:5]([CH:6]=[C:7]2[S:11][C:10](=[O:12])[N:9]([CH2:16][C:17]3([CH3:23])[CH2:22][CH2:21][CH2:20][CH2:19][CH2:18]3)[C:8]2=[O:13])=[CH:4][CH:3]=1. The yield is 0.420.